Dataset: Forward reaction prediction with 1.9M reactions from USPTO patents (1976-2016). Task: Predict the product of the given reaction. (1) Given the reactants [CH:1]1([C:4]2[C:15]3[O:14][C:11]4([CH2:13][CH2:12]4)[CH2:10][C:9]([CH3:17])([CH3:16])[C:8]=3[CH:7]=[C:6]([C:18]#[C:19][Si](C)(C)C)[CH:5]=2)[CH2:3][CH2:2]1.CO.C(=O)([O-])[O-].[K+].[K+].C(OCC)(=O)C, predict the reaction product. The product is: [CH:1]1([C:4]2[C:15]3[O:14][C:11]4([CH2:13][CH2:12]4)[CH2:10][C:9]([CH3:16])([CH3:17])[C:8]=3[CH:7]=[C:6]([C:18]#[CH:19])[CH:5]=2)[CH2:3][CH2:2]1. (2) Given the reactants [CH:1]([CH:4]1[CH:8]2[C:9]3[C:10]([NH2:15])=[CH:11][CH:12]=[CH:13][C:14]=3[CH:5]1[CH2:6][CH2:7]2)([CH3:3])[CH3:2].[F:16][CH:17]([F:29])[C:18]1[C:22]([C:23](OCC)=[O:24])=[CH:21][N:20]([CH3:28])[N:19]=1.C[O-].[Na+], predict the reaction product. The product is: [F:29][CH:17]([F:16])[C:18]1[C:22]([C:23]([NH:15][C:10]2[CH:11]=[CH:12][CH:13]=[C:14]3[C:9]=2[CH:8]2[CH:4]([CH:1]([CH3:3])[CH3:2])[CH:5]3[CH2:6][CH2:7]2)=[O:24])=[CH:21][N:20]([CH3:28])[N:19]=1.